From a dataset of NCI-60 drug combinations with 297,098 pairs across 59 cell lines. Regression. Given two drug SMILES strings and cell line genomic features, predict the synergy score measuring deviation from expected non-interaction effect. (1) Drug 1: C1=CC(=C2C(=C1NCCNCCO)C(=O)C3=C(C=CC(=C3C2=O)O)O)NCCNCCO. Drug 2: C1C(C(OC1N2C=NC(=NC2=O)N)CO)O. Cell line: U251. Synergy scores: CSS=51.5, Synergy_ZIP=3.85, Synergy_Bliss=3.41, Synergy_Loewe=-12.5, Synergy_HSA=3.61. (2) Cell line: RXF 393. Drug 1: CC1=C(C(CCC1)(C)C)C=CC(=CC=CC(=CC(=O)O)C)C. Drug 2: C(CCl)NC(=O)N(CCCl)N=O. Synergy scores: CSS=-7.17, Synergy_ZIP=5.54, Synergy_Bliss=4.81, Synergy_Loewe=-6.09, Synergy_HSA=-5.36.